From a dataset of NCI-60 drug combinations with 297,098 pairs across 59 cell lines. Regression. Given two drug SMILES strings and cell line genomic features, predict the synergy score measuring deviation from expected non-interaction effect. Drug 1: C1CCC(C1)C(CC#N)N2C=C(C=N2)C3=C4C=CNC4=NC=N3. Drug 2: C1CN(CCN1C(=O)CCBr)C(=O)CCBr. Cell line: MDA-MB-231. Synergy scores: CSS=21.9, Synergy_ZIP=-0.466, Synergy_Bliss=1.29, Synergy_Loewe=0.925, Synergy_HSA=2.66.